From a dataset of Full USPTO retrosynthesis dataset with 1.9M reactions from patents (1976-2016). Predict the reactants needed to synthesize the given product. The reactants are: C(O[C:4]([C:6]1([CH2:12][CH2:13]OC)[CH2:11][CH2:10][NH:9][CH2:8][CH2:7]1)=[O:5])C.[CH:16]1([CH2:20][S:21](Cl)(=[O:23])=[O:22])[CH2:19][CH2:18][CH2:17]1.[F:25][C:26]([F:36])([F:35])[O:27][C:28]1[CH:34]=[CH:33][C:31]([NH2:32])=[CH:30][CH:29]=1. Given the product [CH:16]1([CH2:20][S:21]([N:9]2[CH2:8][CH2:7][C:6]3([C:4](=[O:5])[N:32]([C:31]4[CH:33]=[CH:34][C:28]([O:27][C:26]([F:25])([F:35])[F:36])=[CH:29][CH:30]=4)[CH2:13][CH2:12]3)[CH2:11][CH2:10]2)(=[O:23])=[O:22])[CH2:19][CH2:18][CH2:17]1, predict the reactants needed to synthesize it.